Task: Regression/Classification. Given a drug SMILES string, predict its absorption, distribution, metabolism, or excretion properties. Task type varies by dataset: regression for continuous measurements (e.g., permeability, clearance, half-life) or binary classification for categorical outcomes (e.g., BBB penetration, CYP inhibition). Dataset: cyp2d6_veith.. Dataset: CYP2D6 inhibition data for predicting drug metabolism from PubChem BioAssay (1) The compound is C/C(CCN1CCCCc2nc(C)c(C)cc21)=N\OC[C@@H](C)[C@H](OCc1ccccc1)C(C)C. The result is 0 (non-inhibitor). (2) The compound is Cc1ccc(S(=O)(=O)N2CCN(c3nc(C)nc4sc5c(c34)CCC(C)C5)CC2)cc1. The result is 0 (non-inhibitor). (3) The drug is S=C(Nc1ccc2c(c1)Cc1ccccc1-2)Nc1ccc2c(c1)Cc1ccccc1-2. The result is 0 (non-inhibitor). (4) The molecule is CN[C@@H]1[C@H](O[C@H]2[C@@H](O[C@@H]3[C@@H](O)[C@@H](O)[C@@H](N=C(N)N)[C@@H](O)[C@@H]3N=C(N)N)O[C@@H](C)[C@]2(O)CO)O[C@H](CO)[C@@H](O)[C@@H]1O. The result is 0 (non-inhibitor). (5) The compound is COC(=O)[C@@H]1C[C@H]1[C@@H](NC(=O)c1cnccn1)c1ccccc1. The result is 0 (non-inhibitor). (6) The molecule is FC(F)(F)c1ccccc1-c1nccc(-n2ccnc2)n1. The result is 1 (inhibitor). (7) The compound is CCn1c(=N)c(S(=O)(=O)c2ccc(F)cc2)cc2c(=O)n3ccccc3nc21. The result is 1 (inhibitor). (8) The molecule is Cc1ccc(C(=O)C(OC(=O)CNC(=O)c2ccc(Cl)cc2)c2ccccc2)cc1. The result is 0 (non-inhibitor). (9) The drug is COc1cccc(-n2ccnc2SCC(=O)Nc2nccs2)c1. The result is 1 (inhibitor).